From a dataset of Peptide-MHC class I binding affinity with 185,985 pairs from IEDB/IMGT. Regression. Given a peptide amino acid sequence and an MHC pseudo amino acid sequence, predict their binding affinity value. This is MHC class I binding data. (1) The peptide sequence is IPPSFLQAM. The MHC is HLA-B07:02 with pseudo-sequence HLA-B07:02. The binding affinity (normalized) is 0.405. (2) The peptide sequence is KGFYASPSV. The MHC is HLA-A30:01 with pseudo-sequence HLA-A30:01. The binding affinity (normalized) is 0.909. (3) The peptide sequence is AAALSPMEI. The MHC is H-2-Db with pseudo-sequence H-2-Db. The binding affinity (normalized) is 0.147.